This data is from Forward reaction prediction with 1.9M reactions from USPTO patents (1976-2016). The task is: Predict the product of the given reaction. (1) Given the reactants C1C=C(Cl)C=C(C(OO)=O)C=1.[Cl:12][C:13]1[CH:18]=[CH:17][CH:16]=[C:15]([Cl:19])[C:14]=1[N:20]1[CH:31]=[C:30]([C:32]#[C:33][CH2:34][O:35][CH:36]2[CH2:41][CH2:40][CH2:39][CH2:38][O:37]2)[C:23]2[N:24]=[C:25](SC)[N:26]=[CH:27][C:22]=2[C:21]1=[O:42].CCN(C(C)C)C(C)C.[NH2:52][C:53]1[CH:58]=[CH:57][C:56]([N:59]2[CH2:64][CH2:63][N:62]([C:65]([O:67][C:68]([CH3:71])([CH3:70])[CH3:69])=[O:66])[CH2:61][CH2:60]2)=[C:55]([CH3:72])[CH:54]=1, predict the reaction product. The product is: [Cl:12][C:13]1[CH:18]=[CH:17][CH:16]=[C:15]([Cl:19])[C:14]=1[N:20]1[CH:31]=[C:30]([C:32]#[C:33][CH2:34][O:35][CH:36]2[CH2:41][CH2:40][CH2:39][CH2:38][O:37]2)[C:23]2[N:24]=[C:25]([NH:52][C:53]3[CH:58]=[CH:57][C:56]([N:59]4[CH2:64][CH2:63][N:62]([C:65]([O:67][C:68]([CH3:70])([CH3:69])[CH3:71])=[O:66])[CH2:61][CH2:60]4)=[C:55]([CH3:72])[CH:54]=3)[N:26]=[CH:27][C:22]=2[C:21]1=[O:42]. (2) Given the reactants [C:1]([O:5][C:6](=[O:9])[CH:7]=[CH2:8])([CH3:4])([CH3:3])[CH3:2].[C:10]([OH:15])(=[O:14])[C:11]([CH3:13])=[CH2:12].[C:16]([O:21][CH3:22])(=[O:20])[C:17]([CH3:19])=[CH2:18].N(C(C)(C)C#N)=NC(C)(C)C#N, predict the reaction product. The product is: [C:1]([O:5][C:6](=[O:9])[CH:7]=[CH2:8])([CH3:4])([CH3:3])[CH3:2].[C:10]([OH:15])(=[O:14])[C:11]([CH3:13])=[CH2:12].[C:16]([O:21][CH3:22])(=[O:20])[C:17]([CH3:19])=[CH2:18]. (3) Given the reactants C([NH:8][C@H:9]1[CH2:14][CH2:13][N:12]([C:15]([O:17][C:18]([CH3:21])([CH3:20])[CH3:19])=[O:16])[CH2:11][C@H:10]1[O:22][CH2:23][CH2:24][CH2:25][F:26])C1C=CC=CC=1.C([O-])=O.[NH4+], predict the reaction product. The product is: [NH2:8][C@H:9]1[CH2:14][CH2:13][N:12]([C:15]([O:17][C:18]([CH3:19])([CH3:20])[CH3:21])=[O:16])[CH2:11][C@H:10]1[O:22][CH2:23][CH2:24][CH2:25][F:26]. (4) Given the reactants [C:1]([O:5][C:6](=[O:29])[C:7]([O:10]/[N:11]=[C:12](/[C:16]1[N:17]=[C:18]([NH:21][C:22]([O:24][C:25]([CH3:28])([CH3:27])[CH3:26])=[O:23])[S:19][CH:20]=1)\[C:13](O)=[O:14])([CH3:9])[CH3:8])([CH3:4])([CH3:3])[CH3:2].CN(C(ON1N=NC2C=CC=NC1=2)=[N+](C)C)C.F[P-](F)(F)(F)(F)F.CCN(C(C)C)C(C)C.[NH2:63]/[C:64](/[CH2:77][C@@H:78]1[C@H:81]([NH2:82])[C:80](=[O:83])[NH:79]1)=[CH:65]\[C:66](=[O:76])[CH2:67][NH:68][C:69](=[O:75])[O:70][C:71]([CH3:74])([CH3:73])[CH3:72], predict the reaction product. The product is: [NH2:63]/[C:64](=[CH:65]\[C:66](=[O:76])[CH2:67][NH:68][C:69]([O:70][C:71]([CH3:74])([CH3:73])[CH3:72])=[O:75])/[CH2:77][C@@H:78]1[C@H:81]([NH:82][C:13](=[O:14])/[C:12](=[N:11]\[O:10][C:7]([CH3:9])([CH3:8])[C:6]([O:5][C:1]([CH3:4])([CH3:3])[CH3:2])=[O:29])/[C:16]2[N:17]=[C:18]([NH:21][C:22]([O:24][C:25]([CH3:28])([CH3:27])[CH3:26])=[O:23])[S:19][CH:20]=2)[C:80](=[O:83])[NH:79]1. (5) Given the reactants [N:1]1[C:6]2[NH:7][CH:8]=[CH:9][C:5]=2[C:4]([N:10]2[CH2:14][CH2:13][C@@H:12]([N:15]([CH3:25])[C:16]3[CH:24]=[CH:23][C:19]([C:20](O)=[O:21])=[CH:18][N:17]=3)[CH2:11]2)=[N:3][CH:2]=1.[CH:26]1([NH2:29])[CH2:28][CH2:27]1.CCN(C(C)C)C(C)C.CN(C(ON1N=NC2C=CC=NC1=2)=[N+](C)C)C.F[P-](F)(F)(F)(F)F, predict the reaction product. The product is: [N:1]1[C:6]2[NH:7][CH:8]=[CH:9][C:5]=2[C:4]([N:10]2[CH2:14][CH2:13][C@@H:12]([N:15]([CH3:25])[C:16]3[CH:24]=[CH:23][C:19]([C:20]([NH:29][CH:26]4[CH2:28][CH2:27]4)=[O:21])=[CH:18][N:17]=3)[CH2:11]2)=[N:3][CH:2]=1. (6) Given the reactants [CH:1]([NH:4][CH2:5][C@H:6]1[CH2:10][CH2:9][CH2:8][NH:7]1)([CH3:3])[CH3:2].C(N(C(C)C)CC)(C)C.Cl[C:21]1[N:26]([CH3:27])[C:25](=[O:28])[C:24]([C:29]2[CH:38]=[CH:37][C:36]3[C:31](=[CH:32][CH:33]=[CH:34][CH:35]=3)[CH:30]=2)=[C:23]([C:39]2[CH:44]=[CH:43][N:42]=[CH:41][CH:40]=2)[N:22]=1.BrC1C=C(C2C(=O)N(C)C(Cl)=NC=2C2C=CN=CC=2)C=CC=1, predict the reaction product. The product is: [CH:1]([NH:4][CH2:5][CH:6]1[CH2:10][CH2:9][CH2:8][N:7]1[C:21]1[N:26]([CH3:27])[C:25](=[O:28])[C:24]([C:29]2[CH:38]=[CH:37][C:36]3[C:31](=[CH:32][CH:33]=[CH:34][CH:35]=3)[CH:30]=2)=[C:23]([C:39]2[CH:44]=[CH:43][N:42]=[CH:41][CH:40]=2)[N:22]=1)([CH3:3])[CH3:2]. (7) Given the reactants [Cl:1][C:2]1[CH:7]=[CH:6][C:5]([C@@H:8]2[CH2:12][NH:11][C:10](=[O:13])[CH2:9]2)=[C:4]([N+:14]([O-])=O)[CH:3]=1.Cl[Sn]Cl, predict the reaction product. The product is: [ClH:1].[NH2:14][C:4]1[CH:3]=[C:2]([Cl:1])[CH:7]=[CH:6][C:5]=1[C@@H:8]1[CH2:12][NH:11][C:10](=[O:13])[CH2:9]1. (8) Given the reactants [Br:1][C:2]1[CH:3]=[C:4]([CH3:12])[C:5]([F:11])=[C:6]([CH:10]=1)/[CH:7]=[N:8]/O, predict the reaction product. The product is: [Br:1][C:2]1[CH:3]=[C:4]([CH3:12])[C:5]([F:11])=[C:6]([CH:10]=1)[C:7]#[N:8]. (9) Given the reactants [CH3:1][C:2]1[NH:3][C:4]([CH3:25])=[C:5]([C:21]([O:23]C)=[O:22])[CH:6]([C:12]2[CH:17]=[CH:16][CH:15]=[C:14]([N+:18]([O-:20])=[O:19])[CH:13]=2)[C:7]=1[C:8]([O:10][CH3:11])=[O:9].[OH-].[Na+], predict the reaction product. The product is: [CH3:11][O:10][C:8]([C:7]1[CH:6]([C:12]2[CH:17]=[CH:16][CH:15]=[C:14]([N+:18]([O-:20])=[O:19])[CH:13]=2)[C:5]([C:21]([OH:23])=[O:22])=[C:4]([CH3:25])[NH:3][C:2]=1[CH3:1])=[O:9]. (10) Given the reactants [CH:1]1([NH:7][C:8]2[N:13]=[C:12]([OH:14])[CH:11]=[CH:10][C:9]=2[N+:15]([O-])=O)[CH2:6][CH2:5][CH2:4][CH2:3][CH2:2]1, predict the reaction product. The product is: [NH2:15][C:9]1[CH:10]=[CH:11][C:12]([OH:14])=[N:13][C:8]=1[NH:7][CH:1]1[CH2:6][CH2:5][CH2:4][CH2:3][CH2:2]1.